Dataset: Peptide-MHC class I binding affinity with 185,985 pairs from IEDB/IMGT. Task: Regression. Given a peptide amino acid sequence and an MHC pseudo amino acid sequence, predict their binding affinity value. This is MHC class I binding data. (1) The peptide sequence is SQIITLTAF. The MHC is HLA-A30:01 with pseudo-sequence HLA-A30:01. The binding affinity (normalized) is 0.103. (2) The peptide sequence is ELDEIGEDV. The MHC is HLA-B44:02 with pseudo-sequence HLA-B44:02. The binding affinity (normalized) is 0.0847. (3) The peptide sequence is FRYNGLIHR. The MHC is Mamu-A2201 with pseudo-sequence YYSEYRNIYAETYESNLYLRYDSYTWAARAYEWY. The binding affinity (normalized) is 0.480.